This data is from Full USPTO retrosynthesis dataset with 1.9M reactions from patents (1976-2016). The task is: Predict the reactants needed to synthesize the given product. (1) The reactants are: [C:1]([O:5][C:6]([NH:8][C@@H:9]1[C@H:14]([NH:15][C:16]2[N:21]=[C:20](Cl)[C:19]3[C:23](=[O:33])[N:24]([C:26]([O:28][C:29]([CH3:32])([CH3:31])[CH3:30])=[O:27])[CH2:25][C:18]=3[C:17]=2[F:34])[CH2:13][CH2:12]O[CH2:10]1)=[O:7])([CH3:4])([CH3:3])[CH3:2].C([Sn](CCCC)(CCCC)[C:40]1[S:48][C:47]2[CH:46]=[CH:45][N:44]=[CH:43][C:42]=2[CH:41]=1)CCC.[C:57]1(C)C=CC=CC=1. Given the product [C:1]([O:5][C:6]([NH:8][C@H:9]1[CH2:10][CH2:57][CH2:12][CH2:13][C@H:14]1[NH:15][C:16]1[N:21]=[C:20]([C:40]2[S:48][C:47]3[CH:46]=[CH:45][N:44]=[CH:43][C:42]=3[CH:41]=2)[C:19]2[C:23](=[O:33])[N:24]([C:26]([O:28][C:29]([CH3:30])([CH3:32])[CH3:31])=[O:27])[CH2:25][C:18]=2[C:17]=1[F:34])=[O:7])([CH3:2])([CH3:3])[CH3:4], predict the reactants needed to synthesize it. (2) Given the product [CH3:3][C:4]([CH3:48])([CH2:46][CH3:47])[CH2:5][C:6]1[N:7]=[C:8]([CH2:30][CH:31]([C:33]2[CH:34]=[CH:35][C:36]([C:39]3[CH:44]=[CH:43][C:42]([F:45])=[CH:41][N:40]=3)=[CH:37][CH:38]=2)[OH:32])[N:9]([C:11]([C:24]2[CH:29]=[CH:28][CH:27]=[CH:26][CH:25]=2)([C:12]2[CH:17]=[CH:16][CH:15]=[CH:14][CH:13]=2)[C:18]2[CH:19]=[CH:20][CH:21]=[CH:22][CH:23]=2)[CH:10]=1, predict the reactants needed to synthesize it. The reactants are: [BH4-].[Li+].[CH3:3][C:4]([CH3:48])([CH2:46][CH3:47])[CH2:5][C:6]1[N:7]=[C:8]([CH2:30][C:31]([C:33]2[CH:38]=[CH:37][C:36]([C:39]3[CH:44]=[CH:43][C:42]([F:45])=[CH:41][N:40]=3)=[CH:35][CH:34]=2)=[O:32])[N:9]([C:11]([C:24]2[CH:29]=[CH:28][CH:27]=[CH:26][CH:25]=2)([C:18]2[CH:23]=[CH:22][CH:21]=[CH:20][CH:19]=2)[C:12]2[CH:17]=[CH:16][CH:15]=[CH:14][CH:13]=2)[CH:10]=1. (3) Given the product [C:1]([O:5][C:6](=[O:19])[NH:7][C@H:8]([C:16](=[O:17])[NH:21][CH2:22][CH2:23][SH:24])[CH2:9][C:10]1[CH:15]=[CH:14][CH:13]=[CH:12][CH:11]=1)([CH3:4])([CH3:3])[CH3:2], predict the reactants needed to synthesize it. The reactants are: [C:1]([O:5][C:6](=[O:19])[NH:7][C@H:8]([C:16](F)=[O:17])[CH2:9][C:10]1[CH:15]=[CH:14][CH:13]=[CH:12][CH:11]=1)([CH3:4])([CH3:3])[CH3:2].Cl.[NH2:21][CH2:22][CH2:23][SH:24].C(Cl)Cl.N1C=CC=CC=1.